From a dataset of Catalyst prediction with 721,799 reactions and 888 catalyst types from USPTO. Predict which catalyst facilitates the given reaction. (1) Reactant: Br[C:2]1[CH:3]=[C:4]2[C:9](=[CH:10][CH:11]=1)[O:8][C:7](=[O:12])[CH2:6][C:5]2([CH3:14])[CH3:13].[CH2:15]([O:17][P:18]([CH2:23][PH:24]([O:26][CH2:27][CH3:28])=[O:25])(=[O:22])[O:19][CH2:20][CH3:21])[CH3:16].C(N(CC)CC)C. Product: [CH2:27]([O:26][P:24]([CH2:23][P:18]([O:17][CH2:15][CH3:16])([O:19][CH2:20][CH3:21])=[O:22])([C:2]1[CH:3]=[C:4]2[C:9](=[CH:10][CH:11]=1)[O:8][C:7](=[O:12])[CH2:6][C:5]2([CH3:14])[CH3:13])=[O:25])[CH3:28]. The catalyst class is: 790. (2) Reactant: [CH2:1]([C:3]1[O:4][C:5]2[CH:11]=[CH:10][CH:9]=[C:8]([O:12][CH3:13])[C:6]=2[N:7]=1)[CH3:2].[Br:14]Br. Product: [Br:14][C:11]1[C:5]2[O:4][C:3]([CH2:1][CH3:2])=[N:7][C:6]=2[C:8]([O:12][CH3:13])=[CH:9][CH:10]=1. The catalyst class is: 5.